From a dataset of NCI-60 drug combinations with 297,098 pairs across 59 cell lines. Regression. Given two drug SMILES strings and cell line genomic features, predict the synergy score measuring deviation from expected non-interaction effect. (1) Drug 1: CC1C(C(CC(O1)OC2CC(CC3=C2C(=C4C(=C3O)C(=O)C5=C(C4=O)C(=CC=C5)OC)O)(C(=O)C)O)N)O.Cl. Drug 2: CN(C)C1=NC(=NC(=N1)N(C)C)N(C)C. Cell line: M14. Synergy scores: CSS=8.89, Synergy_ZIP=-1.53, Synergy_Bliss=5.12, Synergy_Loewe=-11.7, Synergy_HSA=1.84. (2) Drug 1: CC(C1=C(C=CC(=C1Cl)F)Cl)OC2=C(N=CC(=C2)C3=CN(N=C3)C4CCNCC4)N. Drug 2: CC1=C(C(=O)C2=C(C1=O)N3CC4C(C3(C2COC(=O)N)OC)N4)N. Cell line: MDA-MB-231. Synergy scores: CSS=13.2, Synergy_ZIP=-3.79, Synergy_Bliss=-1.25, Synergy_Loewe=-6.10, Synergy_HSA=0.0246.